Dataset: Forward reaction prediction with 1.9M reactions from USPTO patents (1976-2016). Task: Predict the product of the given reaction. (1) The product is: [CH3:14][O:13][C:10]1[N:11]=[CH:12][C:7]([CH:18]=[O:19])=[CH:8][CH:9]=1. Given the reactants C([Li])CCC.Br[C:7]1[CH:8]=[CH:9][C:10]([O:13][CH3:14])=[N:11][CH:12]=1.CN([CH:18]=[O:19])C, predict the reaction product. (2) Given the reactants [C:1]([CH:5]1[CH2:10][CH2:9][CH:8]([OH:11])[CH2:7][CH2:6]1)([CH3:4])([CH3:3])[CH3:2].[S:12](Cl)([C:15]1[CH:21]=[CH:20][C:18]([CH3:19])=[CH:17][CH:16]=1)(=[O:14])=[O:13], predict the reaction product. The product is: [CH3:19][C:18]1[CH:20]=[CH:21][C:15]([S:12]([O:11][CH:8]2[CH2:7][CH2:6][CH:5]([C:1]([CH3:4])([CH3:2])[CH3:3])[CH2:10][CH2:9]2)(=[O:14])=[O:13])=[CH:16][CH:17]=1. (3) Given the reactants [F:1][C:2]([F:15])([F:14])[S:3]([O:6]S(C(F)(F)F)(=O)=O)(=[O:5])=[O:4].[CH3:16][O:17][C:18](=[O:36])[C@H:19]([CH2:28][C:29]1[CH:34]=[CH:33][C:32](O)=[CH:31][CH:30]=1)[NH:20][C:21]([O:23][C:24]([CH3:27])([CH3:26])[CH3:25])=[O:22].N1C=CC=CC=1, predict the reaction product. The product is: [CH3:16][O:17][C:18](=[O:36])[C@@H:19]([NH:20][C:21]([O:23][C:24]([CH3:26])([CH3:25])[CH3:27])=[O:22])[CH2:28][C:29]1[CH:34]=[CH:33][C:32]([O:6][S:3]([C:2]([F:15])([F:14])[F:1])(=[O:5])=[O:4])=[CH:31][CH:30]=1. (4) The product is: [ClH:15].[CH3:3][C:2]([NH2:14])([C:4]1[CH:9]=[CH:8][CH:7]=[C:6]([C:10]([F:12])([F:13])[F:11])[N:5]=1)[CH3:1]. Given the reactants [CH3:1][C:2]([NH2:14])([C:4]1[CH:9]=[CH:8][CH:7]=[C:6]([C:10]([F:13])([F:12])[F:11])[N:5]=1)[CH3:3].[ClH:15], predict the reaction product. (5) Given the reactants BrCCC[CH2:5][N:6]1[C:10](=O)[C:9]2=[CH:12][CH:13]=[CH:14][CH:15]=[C:8]2[C:7]1=O.[NH:17]1CCCCC1.[I-].[Na+].C(=O)([O-])[O-].[K+].[K+], predict the reaction product. The product is: [N:6]1([CH2:7][CH2:8][CH2:15][CH2:14][NH2:17])[CH2:5][CH2:13][CH2:12][CH2:9][CH2:10]1.